Dataset: Catalyst prediction with 721,799 reactions and 888 catalyst types from USPTO. Task: Predict which catalyst facilitates the given reaction. (1) Reactant: [N+:1]([C:4]1[CH:16]=[CH:15][C:7]([O:8][CH:9]2[CH2:14][CH2:13][NH:12][CH2:11][CH2:10]2)=[C:6]([C:17]([F:20])([F:19])[F:18])[CH:5]=1)([O-:3])=[O:2].[O:21]1[CH2:24][C:23](=O)[CH2:22]1.C(O[BH-](OC(=O)C)OC(=O)C)(=O)C.[Na+].C([O-])(O)=O.[Na+]. Product: [N+:1]([C:4]1[CH:16]=[CH:15][C:7]([O:8][CH:9]2[CH2:14][CH2:13][N:12]([CH:23]3[CH2:24][O:21][CH2:22]3)[CH2:11][CH2:10]2)=[C:6]([C:17]([F:20])([F:18])[F:19])[CH:5]=1)([O-:3])=[O:2]. The catalyst class is: 279. (2) Reactant: Cl[C:2]1[CH:3]=[CH:4][C:5]([N+:9]([O-:11])=[O:10])=[C:6]([CH:8]=1)[NH2:7].[CH3:12][N:13]1[CH2:18][CH2:17][NH:16][CH2:15][CH2:14]1. Product: [CH3:12][N:13]1[CH2:18][CH2:17][N:16]([C:2]2[CH:3]=[CH:4][C:5]([N+:9]([O-:11])=[O:10])=[C:6]([CH:8]=2)[NH2:7])[CH2:15][CH2:14]1. The catalyst class is: 6. (3) Reactant: [C:1]([O:9][C@@H:10]1[CH2:18][C@@H:13]2[O:14][C:15](=[O:17])[CH2:16][C@@H:12]2[C@H:11]1/[CH:19]=[CH:20]/[C:21]([OH:28])([CH3:27])[CH2:22][CH2:23][CH2:24][CH2:25][CH3:26])(=[O:8])[C:2]1[CH:7]=[CH:6][CH:5]=[CH:4][CH:3]=1.N1C=CN=C1.[CH3:34][C:35]([Si:38](Cl)([C:45]1[CH:50]=[CH:49][CH:48]=[CH:47][CH:46]=1)[C:39]1[CH:44]=[CH:43][CH:42]=[CH:41][CH:40]=1)([CH3:37])[CH3:36]. Product: [C:1]([O:9][C@@H:10]1[CH2:18][C@@H:13]2[O:14][C:15](=[O:17])[CH2:16][C@@H:12]2[C@H:11]1/[CH:19]=[CH:20]/[C:21]([O:28][Si:38]([C:35]([CH3:37])([CH3:36])[CH3:34])([C:45]1[CH:46]=[CH:47][CH:48]=[CH:49][CH:50]=1)[C:39]1[CH:44]=[CH:43][CH:42]=[CH:41][CH:40]=1)([CH3:27])[CH2:22][CH2:23][CH2:24][CH2:25][CH3:26])(=[O:8])[C:2]1[CH:3]=[CH:4][CH:5]=[CH:6][CH:7]=1. The catalyst class is: 39.